Dataset: Full USPTO retrosynthesis dataset with 1.9M reactions from patents (1976-2016). Task: Predict the reactants needed to synthesize the given product. (1) Given the product [F:1][C:2]1[CH:3]=[CH:4][C:5]([C@@H:8]([O:49][Si:50]([CH3:55])([CH3:56])[C:51]([CH3:54])([CH3:52])[CH3:53])[CH2:9][S:10][C@@H:11]2[C@@H:26]([C:27]3[CH:28]=[CH:29][C:30]([O:33][Si:34]([CH3:39])([CH3:40])[C:35]([CH3:37])([CH3:38])[CH3:36])=[CH:31][CH:32]=3)[N:41]([C:42]3[CH:43]=[CH:44][C:45]([I:48])=[CH:46][CH:47]=3)[C:12]2=[O:13])=[CH:6][CH:7]=1, predict the reactants needed to synthesize it. The reactants are: [F:1][C:2]1[CH:7]=[CH:6][C:5]([C@@H:8]([O:49][Si:50]([CH3:56])([CH3:55])[C:51]([CH3:54])([CH3:53])[CH3:52])[CH2:9][S:10][C@H:11]([C@H:26]([NH:41][C:42]2[CH:47]=[CH:46][C:45]([I:48])=[CH:44][CH:43]=2)[C:27]2[CH:32]=[CH:31][C:30]([O:33][Si:34]([CH3:40])([CH3:39])[C:35]([CH3:38])([CH3:37])[CH3:36])=[CH:29][CH:28]=2)[C:12](N2[C@@H](C3C=CC=CC=3)COC2=O)=[O:13])=[CH:4][CH:3]=1.C/C(/O[Si](C)(C)C)=N\[Si](C)(C)C.[F-].C([N+](CCCC)(CCCC)CCCC)CCC.[Cl-].[NH4+]. (2) Given the product [C:14]([O:17][CH2:2][C:3]1[CH:4]=[C:5]([CH:10]=[C:11]([Cl:13])[N:12]=1)[C:6]([OH:8])=[O:7])(=[O:16])[CH3:15], predict the reactants needed to synthesize it. The reactants are: Br[CH2:2][C:3]1[CH:4]=[C:5]([CH:10]=[C:11]([Cl:13])[N:12]=1)[C:6]([O:8]C)=[O:7].[C:14]([O-:17])(=[O:16])[CH3:15].[Na+]. (3) Given the product [N:1]1([C:17]([C:16]2[CH:20]=[C:21]([S:24]([CH3:27])(=[O:26])=[O:25])[CH:22]=[CH:23][C:15]=2[O:14][CH:11]([CH3:13])[CH3:12])=[O:18])[C:10]2[C:5](=[CH:6][CH:7]=[CH:8][CH:9]=2)[CH2:4][CH2:3][CH2:2]1, predict the reactants needed to synthesize it. The reactants are: [NH:1]1[C:10]2[C:5](=[CH:6][CH:7]=[CH:8][CH:9]=2)[CH2:4][CH2:3][CH2:2]1.[CH:11]([O:14][C:15]1[CH:23]=[CH:22][C:21]([S:24]([CH3:27])(=[O:26])=[O:25])=[CH:20][C:16]=1[C:17](O)=[O:18])([CH3:13])[CH3:12]. (4) Given the product [Cl:23][C:24]1[S:25][C:26]([Cl:53])=[C:27]([C:44](=[O:45])[C:46]2[CH:51]=[CH:50][CH:49]=[C:48]([Cl:52])[CH:47]=2)[C:28]=1[C:29]([NH:31][C@H:32]([C:34]1[CH:35]=[CH:36][C:37]([C:38]([O:40][CH3:41])=[O:39])=[CH:42][CH:43]=1)[CH3:33])=[O:30], predict the reactants needed to synthesize it. The reactants are: CC(OI1(OC(C)=O)(OC(C)=O)OC(=O)C2C=CC=CC1=2)=O.[Cl:23][C:24]1[S:25][C:26]([Cl:53])=[C:27]([CH:44]([C:46]2[CH:51]=[CH:50][CH:49]=[C:48]([Cl:52])[CH:47]=2)[OH:45])[C:28]=1[C:29]([NH:31][C@H:32]([C:34]1[CH:43]=[CH:42][C:37]([C:38]([O:40][CH3:41])=[O:39])=[CH:36][CH:35]=1)[CH3:33])=[O:30].C([O-])(O)=O.[Na+].[O-]S([O-])(=S)=O.[Na+].[Na+]. (5) Given the product [F:1][C:2]1[CH:7]=[CH:6][C:5]([C:8]2[CH:12]=[C:11]([CH2:13][N:14]3[C:26]4[C:25]5[N:24]=[CH:23][CH:22]=[CH:21][C:20]=5[N+:19]([O-:38])=[CH:18][C:17]=4[N:16]=[C:15]3[CH2:27][CH2:28][CH3:29])[O:10][N:9]=2)=[CH:4][CH:3]=1, predict the reactants needed to synthesize it. The reactants are: [F:1][C:2]1[CH:7]=[CH:6][C:5]([C:8]2[CH:12]=[C:11]([CH2:13][N:14]3[C:26]4[C:25]5[N:24]=[CH:23][CH:22]=[CH:21][C:20]=5[N:19]=[CH:18][C:17]=4[N:16]=[C:15]3[CH2:27][CH2:28][CH3:29])[O:10][N:9]=2)=[CH:4][CH:3]=1.C1C=C(Cl)C=C(C(OO)=[O:38])C=1. (6) Given the product [CH3:36][N:25]([CH3:24])[CH2:26][C:27]#[C:28][C:29]1[CH:30]=[CH:31][C:32]([NH:33]/[C:4](=[C:11]2\[C:12](=[O:23])[NH:13][C:14]3[C:19]\2=[CH:18][C:17]([N+:20]([O-:22])=[O:21])=[CH:16][CH:15]=3)/[C:5]2[CH:10]=[CH:9][CH:8]=[CH:7][CH:6]=2)=[CH:34][CH:35]=1, predict the reactants needed to synthesize it. The reactants are: C(O[C:4](=[C:11]1[C:19]2[C:14](=[CH:15][CH:16]=[C:17]([N+:20]([O-:22])=[O:21])[CH:18]=2)[NH:13][C:12]1=[O:23])[C:5]1[CH:10]=[CH:9][CH:8]=[CH:7][CH:6]=1)C.[CH3:24][N:25]([CH3:36])[CH2:26][C:27]#[C:28][C:29]1[CH:35]=[CH:34][C:32]([NH2:33])=[CH:31][CH:30]=1. (7) Given the product [NH2:21][C:18]1[CH:17]=[C:16]([NH:32][S:33]([CH3:36])(=[O:34])=[O:35])[C:15]([S:12]([NH:11][C:8]2[CH:9]=[CH:10][C:5]3[CH2:4][O:3][B:2]([OH:1])[C:6]=3[CH:7]=2)(=[O:14])=[O:13])=[N:20][CH:19]=1, predict the reactants needed to synthesize it. The reactants are: [OH:1][B:2]1[C:6]2[CH:7]=[C:8]([NH:11][S:12]([C:15]3[N:20]=[CH:19][C:18]([NH:21]C(=O)OCC4C=CC=CC=4)=[CH:17][C:16]=3[NH:32][S:33]([CH3:36])(=[O:35])=[O:34])(=[O:14])=[O:13])[CH:9]=[CH:10][C:5]=2[CH2:4][O:3]1.